From a dataset of Forward reaction prediction with 1.9M reactions from USPTO patents (1976-2016). Predict the product of the given reaction. (1) Given the reactants C(OC([N:8]1[CH2:13][CH2:12][CH:11]([N:14]2[C:22]3[C:17](=[CH:18][CH:19]=[C:20]([F:23])[CH:21]=3)[C:16]([C:24]3[N:25]=[C:26]4[C:32]([C:33](=[O:48])[NH:34][CH:35]5[CH2:39][CH2:38][CH:37]([NH:40]C(OC(C)(C)C)=O)[CH2:36]5)=[CH:31][N:30](COCC[Si](C)(C)C)[C:27]4=[N:28][CH:29]=3)=[N:15]2)[CH2:10][CH2:9]1)=O)(C)(C)C.FC(F)(F)C(O)=O.C(N)CN.O, predict the reaction product. The product is: [NH2:40][CH:37]1[CH2:38][CH2:39][CH:35]([NH:34][C:33]([C:32]2[C:26]3[C:27](=[N:28][CH:29]=[C:24]([C:16]4[C:17]5[C:22](=[CH:21][C:20]([F:23])=[CH:19][CH:18]=5)[N:14]([CH:11]5[CH2:12][CH2:13][NH:8][CH2:9][CH2:10]5)[N:15]=4)[N:25]=3)[NH:30][CH:31]=2)=[O:48])[CH2:36]1. (2) The product is: [CH3:17][O:16][C:14]1[CH:15]=[C:10]([CH:9]=[CH:28][C:27]2[CH:30]=[C:31]([O:33][CH3:34])[CH:32]=[C:25]([O:24][CH3:23])[CH:26]=2)[CH:11]=[C:12]([O:21][CH3:22])[C:13]=1[CH2:18][CH2:19][CH3:20]. Given the reactants C(OP([CH2:9][C:10]1[CH:15]=[C:14]([O:16][CH3:17])[C:13]([CH2:18][CH2:19][CH3:20])=[C:12]([O:21][CH3:22])[CH:11]=1)(=O)OCC)C.[CH3:23][O:24][C:25]1[CH:26]=[C:27]([CH:30]=[C:31]([O:33][CH3:34])[CH:32]=1)[CH:28]=O, predict the reaction product.